From a dataset of Full USPTO retrosynthesis dataset with 1.9M reactions from patents (1976-2016). Predict the reactants needed to synthesize the given product. (1) Given the product [CH:24]1[CH:25]=[C:19]2[C:17]([C:13]3[C:12]([NH:21][C:20]2=[CH:22][CH:23]=1)=[CH:11][C:10]1[C:8]([C:4]2[C:3]([NH:16][C:15]=1[CH:14]=3)=[CH:2][CH:1]=[CH:6][CH:5]=2)=[O:9])=[O:18], predict the reactants needed to synthesize it. The reactants are: [CH:1]1[C:6](Cl)=[CH:5][C:4]2[C:8]([C:10]3[C:15]([NH:16][C:3]=2[CH:2]=1)=[CH:14][C:13]1[C:17]([C:19]2[CH:25]=[C:24](Cl)[CH:23]=[CH:22][C:20]=2[NH:21][C:12]=1[CH:11]=3)=[O:18])=[O:9].C=O.C1(S(O)(=O)=O)C2C(=CC=CC=2)C=CC=1.C1C=C2C(C3C(NC2=CC=1)=CC1C(C2C(NC=1C=3)=CC=CC=2)=O)=O.C=O.C1(S(O)(=O)=O)C2C(=CC=CC=2)C=CC=1. (2) Given the product [O:10]([C:17]1[CH:18]=[CH:19][C:20]([C:21]([N:41]2[CH2:45][CH2:44][C@@:43]3([C:49]4[CH:50]=[CH:51][CH:52]=[CH:53][C:48]=4[C:47](=[O:54])[O:46]3)[CH2:42]2)=[O:23])=[CH:24][CH:25]=1)[C:11]1[CH:12]=[CH:13][CH:14]=[CH:15][CH:16]=1, predict the reactants needed to synthesize it. The reactants are: C(N(CC)C(C)C)(C)C.[O:10]([C:17]1[CH:25]=[CH:24][C:20]([C:21]([OH:23])=O)=[CH:19][CH:18]=1)[C:11]1[CH:16]=[CH:15][CH:14]=[CH:13][CH:12]=1.[C@]12(CS(O)(=O)=O)C(C)(C)C(CC1)CC2=O.[NH:41]1[CH2:45][CH2:44][C:43]2([C:49]3[CH:50]=[CH:51][CH:52]=[CH:53][C:48]=3[C:47](=[O:54])[O:46]2)[CH2:42]1.F[P-](F)(F)(F)(F)F.N1(O[P+](N(C)C)(N(C)C)N(C)C)C2C=CC=CC=2N=N1. (3) Given the product [F:21][C:15]1[C:16]([F:20])=[CH:17][CH:18]=[CH:19][C:14]=1[C:10]1([OH:13])[CH2:11][CH2:12][N:8]([CH2:1][CH2:2][CH3:3])[CH2:9]1, predict the reactants needed to synthesize it. The reactants are: [CH2:1]([N:8]1[CH2:12][CH2:11][C:10]([C:14]2[CH:19]=[CH:18][CH:17]=[C:16]([F:20])[C:15]=2[F:21])([OH:13])[CH2:9]1)[C:2]1C=CC=C[CH:3]=1.ICCC. (4) Given the product [ClH:1].[Cl:1][C:2]1[CH:3]=[C:4]2[C:9](=[C:10]([Cl:12])[CH:11]=1)[CH2:8][N:7]([CH3:13])[CH2:6][CH:5]2[C:14]1[CH:19]=[CH:18][C:17]([NH:20][C:22](=[O:23])[NH:21][CH2:24][C:25]([O:27][CH2:28][CH3:29])=[O:26])=[CH:16][CH:15]=1, predict the reactants needed to synthesize it. The reactants are: [Cl:1][C:2]1[CH:3]=[C:4]2[C:9](=[C:10]([Cl:12])[CH:11]=1)[CH2:8][N:7]([CH3:13])[CH2:6][CH:5]2[C:14]1[CH:19]=[CH:18][C:17]([NH2:20])=[CH:16][CH:15]=1.[N:21]([CH2:24][C:25]([O:27][CH2:28][CH3:29])=[O:26])=[C:22]=[O:23]. (5) The reactants are: [N:1]([C:4]1[CH:11]=[CH:10][C:7]([C:8]#[N:9])=[CH:6][CH:5]=1)=[N+:2]=[N-:3].[C:12]([O:16][CH2:17][CH3:18])(=[O:15])[C:13]#[CH:14]. Given the product [C:8]([C:7]1[CH:6]=[CH:5][C:4]([N:1]2[C:13]([C:12]([O:16][CH2:17][CH3:18])=[O:15])=[CH:14][N:3]=[N:2]2)=[CH:11][CH:10]=1)#[N:9], predict the reactants needed to synthesize it. (6) Given the product [CH3:23][C:24]1([CH3:38])[CH2:29][N:28]([C:30]2[CH:35]=[CH:34][CH:33]=[CH:32][C:31]=2[CH3:36])[C:27](=[O:37])[CH2:26][N:25]1[CH2:9][C@H:7]([NH:8][S:10]([C:13]1[CH:18]=[CH:17][CH:16]=[CH:15][C:14]=1[N+:19]([O-:21])=[O:20])(=[O:12])=[O:11])[C@@H:5]1[CH2:6][C@@H:2]([CH3:1])[C:3](=[O:22])[O:4]1, predict the reactants needed to synthesize it. The reactants are: [CH3:1][C@@H:2]1[CH2:6][C@@H:5]([CH:7]2[CH2:9][N@@:8]2[S:10]([C:13]2[CH:18]=[CH:17][CH:16]=[CH:15][C:14]=2[N+:19]([O-:21])=[O:20])(=[O:12])=[O:11])[O:4][C:3]1=[O:22].[CH3:23][C:24]1([CH3:38])[CH2:29][N:28]([C:30]2[CH:35]=[CH:34][CH:33]=[CH:32][C:31]=2[CH3:36])[C:27](=[O:37])[CH2:26][NH:25]1. (7) The reactants are: [CH3:1][C:2]([S:5]([NH2:7])=[O:6])([CH3:4])[CH3:3].[C:8]1([C:14]2[C:15]([C:27]3[CH:34]=[CH:33][C:30]([CH:31]=O)=[CH:29][CH:28]=3)=[N:16][C:17]3[CH:18]=[CH:19][N:20]4[CH:26]=[N:25][N:24]=[C:21]4[C:22]=3[CH:23]=2)[CH:13]=[CH:12][CH:11]=[CH:10][CH:9]=1. Given the product [CH3:1][C:2]([S:5](/[N:7]=[CH:31]/[C:30]1[CH:33]=[CH:34][C:27]([C:15]2[C:14]([C:8]3[CH:13]=[CH:12][CH:11]=[CH:10][CH:9]=3)=[CH:23][C:22]3[C:21]4=[N:24][N:25]=[CH:26][N:20]4[CH:19]=[CH:18][C:17]=3[N:16]=2)=[CH:28][CH:29]=1)=[O:6])([CH3:4])[CH3:3], predict the reactants needed to synthesize it.